Dataset: Full USPTO retrosynthesis dataset with 1.9M reactions from patents (1976-2016). Task: Predict the reactants needed to synthesize the given product. Given the product [Br:1][C:2]1[CH:3]=[C:4]2[C:9](=[CH:10][CH:11]=1)[CH:8]=[C:7]([C:14](=[O:15])[CH2:13][Cl:12])[CH:6]=[CH:5]2, predict the reactants needed to synthesize it. The reactants are: [Br:1][C:2]1[CH:11]=[CH:10][C:9]2[C:4](=[CH:5][CH:6]=[CH:7][CH:8]=2)[CH:3]=1.[Cl:12][CH2:13][C:14](Cl)=[O:15].O.CCOC(C)=O.CCCCCC.